Task: Predict the reactants needed to synthesize the given product.. Dataset: Full USPTO retrosynthesis dataset with 1.9M reactions from patents (1976-2016) (1) Given the product [F:45][C:44]([F:47])([F:46])[C:42]([OH:48])=[O:43].[NH2:1][C:2]([C:4]1[CH:5]=[N:6][C:7]2[C:12]([C:13]=1[NH:14][C:15]1[CH:16]=[CH:17][C:18]([OH:24])=[C:19]([CH:23]=1)[C:20]([OH:22])=[O:21])=[CH:11][CH:10]=[C:9]([C:31]1[C:27]([CH3:26])=[N:28][O:29][C:30]=1[CH3:35])[CH:8]=2)=[O:3], predict the reactants needed to synthesize it. The reactants are: [NH2:1][C:2]([C:4]1[CH:5]=[N:6][C:7]2[C:12]([C:13]=1[NH:14][C:15]1[CH:16]=[CH:17][C:18]([OH:24])=[C:19]([CH:23]=1)[C:20]([OH:22])=[O:21])=[CH:11][CH:10]=[C:9](Br)[CH:8]=2)=[O:3].[CH3:26][C:27]1[C:31](B(O)O)=[C:30]([CH3:35])[O:29][N:28]=1.C(=O)([O-])[O-].[K+].[K+].[C:42]([OH:48])([C:44]([F:47])([F:46])[F:45])=[O:43]. (2) Given the product [CH:16]([C@H:29]1[C@@H:34]([NH:35][CH2:36][C:37]2[CH:42]=[C:41]([C:43]([CH3:46])([CH3:45])[CH3:44])[CH:40]=[CH:39][C:38]=2[O:47][CH3:48])[CH:33]2[CH2:32][CH2:31][N:30]1[CH2:50][CH2:49]2)([C:17]1[CH:22]=[CH:21][CH:20]=[CH:19][CH:18]=1)[C:23]1[CH:24]=[CH:25][CH:26]=[CH:27][CH:28]=1, predict the reactants needed to synthesize it. The reactants are: [C@@]12(CS(O)(=O)=O)C(C)(C)C(CC1)CC2=O.[CH:16]([C@H:29]1[C@@H:34]([NH:35][CH2:36][C:37]2[CH:42]=[C:41]([C:43]([CH3:46])([CH3:45])[CH3:44])[CH:40]=[CH:39][C:38]=2[O:47][CH3:48])[CH:33]2[CH2:49][CH2:50][N:30]1[CH2:31][CH2:32]2)([C:23]1[CH:28]=[CH:27][CH:26]=[CH:25][CH:24]=1)[C:17]1[CH:22]=[CH:21][CH:20]=[CH:19][CH:18]=1.[C@@]12(CS(O)(=O)=O)C(C)(C)C(CC1)CC2=O.C([C@H]1[C@@H](NCC2C=CC=CC=2)C2CCN1CC2)(C1C=CC=CC=1)C1C=CC=CC=1.C(C1C=CC(OC)=C(C=1)C=O)(C)(C)C.